From a dataset of TCR-epitope binding with 47,182 pairs between 192 epitopes and 23,139 TCRs. Binary Classification. Given a T-cell receptor sequence (or CDR3 region) and an epitope sequence, predict whether binding occurs between them. The epitope is LLFNKVTLA. The TCR CDR3 sequence is CASSLSGTAYEQYF. Result: 0 (the TCR does not bind to the epitope).